From a dataset of Catalyst prediction with 721,799 reactions and 888 catalyst types from USPTO. Predict which catalyst facilitates the given reaction. (1) Reactant: [CH3:1][C@:2]12[C@@:19]3([CH3:20])[C@@H:10]([C@:11]4([CH3:33])[C@@H:16]([CH2:17][CH2:18]3)[C:15]([CH3:22])([CH3:21])[C:14]([C:23]3[CH:32]=[CH:31][C:26]([C:27]([O:29]C)=[O:28])=[CH:25][CH:24]=3)=[CH:13][CH2:12]4)[CH2:9][CH2:8][C@@H:7]1[C@H:6]1[C@H:34]([C:37]([CH3:39])=[CH2:38])[CH2:35][CH2:36][C@:5]1([NH:40][CH2:41][CH2:42][NH:43][S:44]([CH3:47])(=[O:46])=[O:45])[CH2:4][CH2:3]2.[OH-].[Na+]. Product: [CH3:1][C@:2]12[C@@:19]3([CH3:20])[C@@H:10]([C@:11]4([CH3:33])[C@@H:16]([CH2:17][CH2:18]3)[C:15]([CH3:21])([CH3:22])[C:14]([C:23]3[CH:32]=[CH:31][C:26]([C:27]([OH:29])=[O:28])=[CH:25][CH:24]=3)=[CH:13][CH2:12]4)[CH2:9][CH2:8][C@@H:7]1[C@H:6]1[C@H:34]([C:37]([CH3:39])=[CH2:38])[CH2:35][CH2:36][C@:5]1([NH:40][CH2:41][CH2:42][NH:43][S:44]([CH3:47])(=[O:46])=[O:45])[CH2:4][CH2:3]2. The catalyst class is: 12. (2) Reactant: [Cl:1][C:2]1[C:10]([C:11]([O:13]C)=[O:12])=[CH:9][C:8]([I:15])=[C:7]2[C:3]=1[C:4]([S:16][CH3:17])=[CH:5][NH:6]2.[OH-].[K+]. Product: [Cl:1][C:2]1[C:10]([C:11]([OH:13])=[O:12])=[CH:9][C:8]([I:15])=[C:7]2[C:3]=1[C:4]([S:16][CH3:17])=[CH:5][NH:6]2. The catalyst class is: 24. (3) Reactant: [Br:1][C:2]1[CH:3]=[CH:4][C:5]([N+]([O-])=O)=[N:6][CH:7]=1.[CH3:11][O-:12].[Na+]. Product: [Br:1][C:2]1[CH:3]=[CH:4][C:5]([O:12][CH3:11])=[N:6][CH:7]=1. The catalyst class is: 24.